Predict the reaction yield, written as a fraction of the theoretical maximum amount of product (1.0 means a 100% yield; for example, 0.34 means a 34% yield). From a dataset of Reaction yield outcomes from USPTO patents with 853,638 reactions. The yield is 0.280. The reactants are [F:1][C:2]([F:29])([F:28])[C:3]1[CH:4]=[C:5]([CH:25]=[CH:26][CH:27]=1)[CH2:6][O:7][N:8]=[C:9]1[CH2:14][CH2:13][N:12]([S:15]([C:18]2[CH:19]=[N:20][C:21](Cl)=[CH:22][CH:23]=2)(=[O:17])=[O:16])[CH2:11][CH2:10]1.[NH2:30][C:31]1[CH:36]=[CH:35][CH:34]=[CH:33][CH:32]=1.C1(P(C2C=CC=CC=2)C2C3OC4C(=CC=CC=4P(C4C=CC=CC=4)C4C=CC=CC=4)C(C)(C)C=3C=CC=2)C=CC=CC=1.CC(C)([O-])C.[Na+]. The product is [F:1][C:2]([F:29])([F:28])[C:3]1[CH:4]=[C:5]([CH:25]=[CH:26][CH:27]=1)[CH2:6][O:7][N:8]=[C:9]1[CH2:14][CH2:13][N:12]([S:15]([C:18]2[CH:19]=[N:20][C:21]([NH:30][C:31]3[CH:36]=[CH:35][CH:34]=[CH:33][CH:32]=3)=[CH:22][CH:23]=2)(=[O:17])=[O:16])[CH2:11][CH2:10]1. The catalyst is O1CCOCC1.C([O-])(=O)C.[Pd+2].C([O-])(=O)C.